Predict which catalyst facilitates the given reaction. From a dataset of Catalyst prediction with 721,799 reactions and 888 catalyst types from USPTO. (1) Reactant: [NH2:1][CH:2]([C:6]1[N:7]([CH2:17][C:18]2[CH:23]=[CH:22][CH:21]=[CH:20][CH:19]=2)[C:8](=[O:16])[C:9]2[C:14]([CH3:15])=[N:13][S:12][C:10]=2[N:11]=1)[CH:3]([CH3:5])[CH3:4].[C:24]([O:28][C:29](=[O:34])[NH:30][CH2:31][CH:32]=O)([CH3:27])([CH3:26])[CH3:25].C(O[BH-](OC(=O)C)OC(=O)C)(=O)C.[Na+]. Product: [C:24]([O:28][C:29](=[O:34])[NH:30][CH2:31][CH2:32][NH:1][CH:2]([C:6]1[N:7]([CH2:17][C:18]2[CH:19]=[CH:20][CH:21]=[CH:22][CH:23]=2)[C:8](=[O:16])[C:9]2[C:14]([CH3:15])=[N:13][S:12][C:10]=2[N:11]=1)[CH:3]([CH3:5])[CH3:4])([CH3:27])([CH3:26])[CH3:25]. The catalyst class is: 585. (2) The catalyst class is: 10. Product: [Br-:8].[CH2:10]([N+:2]1([CH3:1])[CH2:6][CH2:5][CH2:4][CH2:3]1)[CH2:9][CH2:11][CH3:12]. Reactant: [CH3:1][N:2]1[CH2:6][CH2:5][CH2:4][C:3]1=O.[Br:8][CH:9]([CH2:11][CH3:12])[CH3:10]. (3) Reactant: [Br:1][C:2]1[CH:3]=[CH:4][C:5]([N:8]2[CH2:16][C@H:15]3[C@H:10]([NH:11][CH2:12][CH2:13][CH2:14]3)[CH2:9]2)=[N:6][CH:7]=1.[C:17](=O)([O-])[O-].[K+].[K+].IC. Product: [Br:1][C:2]1[CH:3]=[CH:4][C:5]([N:8]2[CH2:16][C@H:15]3[C@H:10]([N:11]([CH3:17])[CH2:12][CH2:13][CH2:14]3)[CH2:9]2)=[N:6][CH:7]=1. The catalyst class is: 47. (4) Reactant: [C:1]([O:5][C:6](=[O:29])[NH:7][C@@H:8]1[CH2:13][CH2:12][C@@H:11]([C@@H:14]([OH:28])[CH2:15][C:16]2[C:25]3[C:20](=[CH:21][CH:22]=[C:23]([O:26][CH3:27])[N:24]=3)[N:19]=[CH:18][CH:17]=2)[O:10][CH2:9]1)([CH3:4])([CH3:3])[CH3:2].CCN(C(C)C)C(C)C.N1C(=O)CC[C@H]1C(O)=O. Product: [C:1]([O:5][C:6](=[O:29])[NH:7][C@@H:8]1[CH2:13][CH2:12][C@@H:11]([C:14](=[O:28])[CH2:15][C:16]2[C:25]3[C:20](=[CH:21][CH:22]=[C:23]([O:26][CH3:27])[N:24]=3)[N:19]=[CH:18][CH:17]=2)[O:10][CH2:9]1)([CH3:2])([CH3:4])[CH3:3]. The catalyst class is: 16. (5) Reactant: [C:1]([CH:4]1[CH2:9][NH:8][CH2:7][CH2:6][NH:5]1)#[C:2][CH3:3].FC(F)(F)C(O)=O.FC(F)(F)C(O)=O.C(C1CNCCN1)#CC.C(N(CC)CC)C.[S:40]1[CH:44]=[CH:43][CH:42]=[C:41]1[S:45](Cl)(=[O:47])=[O:46]. Product: [C:1]([CH:4]1[NH:5][CH2:6][CH2:7][N:8]([S:45]([C:41]2[S:40][CH:44]=[CH:43][CH:42]=2)(=[O:47])=[O:46])[CH2:9]1)#[C:2][CH3:3]. The catalyst class is: 2. (6) Reactant: [CH2:1]([C:4]1[CH:5]=[C:6]([C:11]2[CH:16]=[C:15]([CH2:17][CH:18]=[CH2:19])[CH:14]=[CH:13][C:12]=2[O:20]C)[CH:7]=[CH:8][C:9]=1[OH:10])[CH:2]=[CH2:3].B(Br)(Br)Br.CCOC(C)=O.CCCCCC. Product: [CH2:17]([C:15]1[CH:16]=[C:11]([C:6]2[CH:7]=[CH:8][C:9]([OH:10])=[C:4]([CH2:1][CH:2]=[CH2:3])[CH:5]=2)[C:12]([OH:20])=[CH:13][CH:14]=1)[CH:18]=[CH2:19]. The catalyst class is: 2. (7) Reactant: O.[NH2:2][C:3]1[NH:7][N:6]=[N:5][N:4]=1.[C:8]([C:10]1[CH:25]=[CH:24][C:13]([CH:14]=[C:15]([C:21](=O)[CH3:22])[C:16]([O:18][CH2:19][CH3:20])=[O:17])=[CH:12][CH:11]=1)#[N:9].C(=O)(O)[O-].[Na+]. Product: [C:8]([C:10]1[CH:25]=[CH:24][C:13]([CH:14]2[N:4]3[N:5]=[N:6][N:7]=[C:3]3[NH:2][C:21]([CH3:22])=[C:15]2[C:16]([O:18][CH2:19][CH3:20])=[O:17])=[CH:12][CH:11]=1)#[N:9]. The catalyst class is: 3. (8) Reactant: [NH2:1][C:2]1[C:10]2[C:5](=[C:6]([F:26])[C:7]([O:23]CC)=[C:8]([NH:11][C:12]([NH:14][CH2:15][C:16]3[CH:21]=[CH:20][CH:19]=[C:18]([F:22])[CH:17]=3)=[O:13])[CH:9]=2)[NH:4][N:3]=1.B(Br)(Br)Br. Product: [NH2:1][C:2]1[C:10]2[C:5](=[C:6]([F:26])[C:7]([OH:23])=[C:8]([NH:11][C:12]([NH:14][CH2:15][C:16]3[CH:21]=[CH:20][CH:19]=[C:18]([F:22])[CH:17]=3)=[O:13])[CH:9]=2)[NH:4][N:3]=1. The catalyst class is: 4. (9) Reactant: CSC.B.[Br:5][CH2:6][C:7]1[CH:8]=[C:9]([CH2:14][C:15](O)=[O:16])[CH:10]=[C:11]([F:13])[CH:12]=1. Product: [Br:5][CH2:6][C:7]1[CH:8]=[C:9]([CH2:14][CH2:15][OH:16])[CH:10]=[C:11]([F:13])[CH:12]=1. The catalyst class is: 1. (10) Reactant: [H-].[Na+].O1CCCC1.[CH2:8]([O:10][C:11](=[O:19])[CH2:12][C:13](=[O:18])[CH2:14][C:15](=[O:17])[CH3:16])[CH3:9].[CH:20]1([C:23]2[C:32]([CH:33]=O)=[C:31]([C:35]3[CH:40]=[CH:39][C:38]([F:41])=[CH:37][CH:36]=3)[C:30]3[C:25](=[CH:26][CH:27]=[CH:28][CH:29]=3)[N:24]=2)[CH2:22][CH2:21]1. Product: [CH2:8]([O:10][C:11](=[O:19])[CH2:12][C:13](=[O:18])[CH2:14][C:15](=[O:17])/[CH:16]=[CH:33]/[C:32]1[C:23]([CH:20]2[CH2:21][CH2:22]2)=[N:24][C:25]2[C:30]([C:31]=1[C:35]1[CH:40]=[CH:39][C:38]([F:41])=[CH:37][CH:36]=1)=[CH:29][CH:28]=[CH:27][CH:26]=2)[CH3:9]. The catalyst class is: 15.